Dataset: Peptide-MHC class II binding affinity with 134,281 pairs from IEDB. Task: Regression. Given a peptide amino acid sequence and an MHC pseudo amino acid sequence, predict their binding affinity value. This is MHC class II binding data. (1) The peptide sequence is VTYLALLAAFKVRPT. The MHC is DRB1_1201 with pseudo-sequence DRB1_1201. The binding affinity (normalized) is 0.295. (2) The MHC is DRB1_1501 with pseudo-sequence DRB1_1501. The peptide sequence is AVFDSKLISEKET. The binding affinity (normalized) is 0.192. (3) The peptide sequence is LQLVGIQRAGLAPTG. The MHC is DRB1_0901 with pseudo-sequence DRB1_0901. The binding affinity (normalized) is 0.698. (4) The peptide sequence is YGRILHYLKAKEYSH. The MHC is DRB1_0901 with pseudo-sequence DRB1_0901. The binding affinity (normalized) is 0.174. (5) The peptide sequence is AAATAGTTVYWAFAA. The binding affinity (normalized) is 0.620. The MHC is HLA-DQA10102-DQB10602 with pseudo-sequence HLA-DQA10102-DQB10602. (6) The peptide sequence is AWASACGGTGKNTIV. The MHC is DRB1_0301 with pseudo-sequence DRB1_0301. The binding affinity (normalized) is 0. (7) The peptide sequence is GPKEPFRDYVDRFYKTLR. The MHC is DRB1_1201 with pseudo-sequence DRB1_1201. The binding affinity (normalized) is 0.150. (8) The peptide sequence is YLAILVKYVDGDGDV. The MHC is HLA-DQA10301-DQB10302 with pseudo-sequence HLA-DQA10301-DQB10302. The binding affinity (normalized) is 0.415. (9) The peptide sequence is KTGQALVVGIYDEPM. The MHC is DRB1_0701 with pseudo-sequence DRB1_0701. The binding affinity (normalized) is 0.407. (10) The peptide sequence is QLIQLINVDEVNQIVTT. The MHC is DRB1_0405 with pseudo-sequence DRB1_0405. The binding affinity (normalized) is 0.501.